Predict the product of the given reaction. From a dataset of Forward reaction prediction with 1.9M reactions from USPTO patents (1976-2016). (1) Given the reactants [Cl:1][C:2]1[N:11]=[CH:10][C:9]2[NH:8][C:7](=[O:12])[C@H:6]3[CH2:13][O:14][CH:15]([CH3:17])[CH2:16][N:5]3[C:4]=2[N:3]=1.[H-].[Na+].Br[CH2:21][CH:22]1[CH2:24][CH2:23]1, predict the reaction product. The product is: [Cl:1][C:2]1[N:11]=[CH:10][C:9]2[N:8]([CH2:21][CH:22]3[CH2:24][CH2:23]3)[C:7](=[O:12])[C@H:6]3[CH2:13][O:14][CH:15]([CH3:17])[CH2:16][N:5]3[C:4]=2[N:3]=1. (2) The product is: [Cl:1][C:2]1[CH:3]=[C:4]([NH:9][C:10]2[C:11]3[C:18]4[CH2:19][N:20]([C:29](=[O:30])/[CH:28]=[CH:27]/[CH2:26][N:25]([CH3:24])[CH:32]([CH3:34])[CH3:33])[CH2:21][CH2:22][C:17]=4[S:16][C:12]=3[N:13]=[CH:14][N:15]=2)[CH:5]=[CH:6][C:7]=1[Cl:8]. Given the reactants [Cl:1][C:2]1[CH:3]=[C:4]([NH:9][C:10]2[C:11]3[C:18]4[CH2:19][NH:20][CH2:21][CH2:22][C:17]=4[S:16][C:12]=3[N:13]=[CH:14][N:15]=2)[CH:5]=[CH:6][C:7]=1[Cl:8].Cl.[CH3:24][N:25]([CH:32]([CH3:34])[CH3:33])[CH2:26]/[CH:27]=[CH:28]/[C:29](O)=[O:30], predict the reaction product. (3) Given the reactants [S:1]1[C:5]2[CH:6]=[CH:7][CH:8]=[CH:9][C:4]=2[C:3]([N:10]2[CH2:15][CH2:14][N:13]([CH2:16][CH2:17][C:18]3[CH:23]=[CH:22][CH:21]=[CH:20][C:19]=3[NH:24][CH:25]([CH3:27])[CH3:26])[CH2:12][CH2:11]2)=[N:2]1.C(N(CC)CC)C.[C:35](Cl)(=[O:37])[CH3:36], predict the reaction product. The product is: [S:1]1[C:5]2[CH:6]=[CH:7][CH:8]=[CH:9][C:4]=2[C:3]([N:10]2[CH2:15][CH2:14][N:13]([CH2:16][CH2:17][C:18]3[CH:23]=[CH:22][CH:21]=[CH:20][C:19]=3[N:24]([CH:25]([CH3:27])[CH3:26])[C:35](=[O:37])[CH3:36])[CH2:12][CH2:11]2)=[N:2]1. (4) The product is: [NH2:23][C:8]1[C:7]2[N:6]=[C:5]([CH2:24][CH2:25][CH2:26][CH3:27])[N:4]([CH2:3][CH2:2][NH:1][C:35](=[O:39])[CH:36]([CH3:38])[CH3:37])[C:16]=2[C:15]2[CH:14]=[CH:13][C:12]([C:17]3[CH:18]=[N:19][CH:20]=[CH:21][CH:22]=3)=[CH:11][C:10]=2[N:9]=1. Given the reactants [NH2:1][CH2:2][CH2:3][N:4]1[C:16]2[C:15]3[CH:14]=[CH:13][C:12]([C:17]4[CH:18]=[N:19][CH:20]=[CH:21][CH:22]=4)=[CH:11][C:10]=3[N:9]=[C:8]([NH2:23])[C:7]=2[N:6]=[C:5]1[CH2:24][CH2:25][CH2:26][CH3:27].C(N(CC)CC)C.[C:35](Cl)(=[O:39])[CH:36]([CH3:38])[CH3:37], predict the reaction product. (5) Given the reactants [Cl:1][C:2]1[CH:7]=[C:6](F)[CH:5]=[CH:4][C:3]=1[S:9]([C@H:12]1[CH2:16][N:15]([C:17]2[N:21]([CH2:22][CH2:23][C:24]3[CH:29]=[CH:28][CH:27]=[CH:26][CH:25]=3)[N:20]=[C:19]([CH3:30])[CH:18]=2)[C@H:14]([C:31]([NH:33][C:34]2([C:37]#[N:38])[CH2:36][CH2:35]2)=[O:32])[CH2:13]1)(=[O:11])=[O:10].Cl.[F:40][C:41]1([F:45])[CH2:44][NH:43][CH2:42]1, predict the reaction product. The product is: [C:37]([C:34]1([NH:33][C:31]([C@@H:14]2[CH2:13][C@@H:12]([S:9]([C:3]3[CH:4]=[CH:5][C:6]([N:43]4[CH2:44][C:41]([F:45])([F:40])[CH2:42]4)=[CH:7][C:2]=3[Cl:1])(=[O:11])=[O:10])[CH2:16][N:15]2[C:17]2[N:21]([CH2:22][CH2:23][C:24]3[CH:25]=[CH:26][CH:27]=[CH:28][CH:29]=3)[N:20]=[C:19]([CH3:30])[CH:18]=2)=[O:32])[CH2:36][CH2:35]1)#[N:38]. (6) Given the reactants FC1C=CC=CC=1C1[C:9](=[O:23])[C:10]([C:15]2[CH:20]=[CH:19][CH:18]=[C:17]([O:21][CH3:22])[CH:16]=2)=[C:11]([CH3:14])[C:12]=1[OH:13].NN, predict the reaction product. The product is: [CH3:22][O:21][C:17]1[CH:16]=[C:15]([C:10]2[C:9](=[O:23])[O:13][CH2:12][C:11]=2[CH3:14])[CH:20]=[CH:19][CH:18]=1. (7) Given the reactants [O:1]1[CH:5]=[CH:4][CH:3]=[C:2]1[C:6]([NH:8][NH2:9])=[O:7].[CH3:10][C:11](=[CH:13][CH2:14][CH2:15][C@H:16]([CH2:18][CH:19]=O)[CH3:17])[CH3:12], predict the reaction product. The product is: [CH3:17][C@H:16]([CH2:15][CH2:14][CH:13]=[C:11]([CH3:12])[CH3:10])[CH2:18][CH:19]=[N:9][NH:8][C:6]([C:2]1[O:1][CH:5]=[CH:4][CH:3]=1)=[O:7]. (8) Given the reactants [NH2:1][CH:2]1[C:11]2[N:10]=[CH:9][CH:8]=[CH:7][C:6]=2[CH2:5][CH2:4][CH2:3]1.[N:12]1[CH:17]=[CH:16][CH:15]=[CH:14][C:13]=1[C:18]([NH:20][CH2:21][C:22]1[CH:33]=[CH:32][C:25]([CH2:26]OS(C)(=O)=O)=[CH:24][CH:23]=1)=[O:19], predict the reaction product. The product is: [N:10]1[C:11]2[CH:2]([NH:1][CH2:26][C:25]3[CH:24]=[CH:23][C:22]([CH2:21][NH:20][C:18]([C:13]4[CH:14]=[CH:15][CH:16]=[CH:17][N:12]=4)=[O:19])=[CH:33][CH:32]=3)[CH2:3][CH2:4][CH2:5][C:6]=2[CH:7]=[CH:8][CH:9]=1.